This data is from CYP2C9 inhibition data for predicting drug metabolism from PubChem BioAssay. The task is: Regression/Classification. Given a drug SMILES string, predict its absorption, distribution, metabolism, or excretion properties. Task type varies by dataset: regression for continuous measurements (e.g., permeability, clearance, half-life) or binary classification for categorical outcomes (e.g., BBB penetration, CYP inhibition). Dataset: cyp2c9_veith. (1) The drug is CCC(CC)c1nnc(NC(=O)c2cccc(S(=O)(=O)N3CCc4ccccc43)c2)s1. The result is 1 (inhibitor). (2) The compound is O=C(N[C@@H](c1ccccc1)[C@@H]1C[C@H]1C(=O)O)OCc1ccccc1. The result is 0 (non-inhibitor). (3) The molecule is C(Cc1nn[nH]n1)c1nn[nH]n1. The result is 0 (non-inhibitor). (4) The compound is COC(=O)N1CCC2(CC1)CN(C(=O)Nc1ccc(OC)cc1)C2. The result is 0 (non-inhibitor). (5) The drug is c1ccc(CCc2cccnc2)nc1. The result is 0 (non-inhibitor). (6) The drug is COc1ccc(COC(=O)N/N=C2/C[C@@H](O)[C@@H](O)[C@H]3[C@@H]2CC[C@@H]2C(=O)N(C[C@@H]4CCCO4)C(=O)[C@H]23)cc1. The result is 0 (non-inhibitor). (7) The drug is NC(=O)C1CCN(C(=O)CN2C(=O)c3ccccc3S2(=O)=O)CC1. The result is 0 (non-inhibitor).